This data is from Forward reaction prediction with 1.9M reactions from USPTO patents (1976-2016). The task is: Predict the product of the given reaction. (1) Given the reactants [F:1][C:2]1[CH:7]=[C:6](B2OC(C)(C)C(C)(C)O2)[CH:5]=[CH:4][C:3]=1[C:17]1[N:18]=[CH:19][C:20]([NH2:23])=[N:21][CH:22]=1.Br[C:25]1[CH:30]=[CH:29][CH:28]=[CH:27][C:26]=1[S:31]([C:34]1([C:39]#[N:40])[CH2:38][CH2:37][CH2:36][CH2:35]1)(=[O:33])=[O:32], predict the reaction product. The product is: [NH2:23][C:20]1[N:21]=[CH:22][C:17]([C:3]2[CH:4]=[CH:5][C:6]([C:25]3[CH:30]=[CH:29][CH:28]=[CH:27][C:26]=3[S:31]([C:34]3([C:39]#[N:40])[CH2:38][CH2:37][CH2:36][CH2:35]3)(=[O:33])=[O:32])=[CH:7][C:2]=2[F:1])=[N:18][CH:19]=1. (2) Given the reactants [NH2:1][C:2]1[C:7]([C:8]2[N:17]([C:18]3[CH:23]=[CH:22][C:21]([C:24]4([NH:28][C:29](=[O:35])[O:30][C:31]([CH3:34])([CH3:33])[CH3:32])[CH2:27][CH2:26][CH2:25]4)=[CH:20][CH:19]=3)[C:11]3=[N:12][C:13](Cl)=[CH:14][CH:15]=[C:10]3[N:9]=2)=[CH:6][CH:5]=[CH:4][N:3]=1.C(=O)(O)[O-].[Na+].[C:41]([NH:44][C:45]1[CH:46]=[C:47](B(O)O)[CH:48]=[CH:49][CH:50]=1)(=[O:43])[CH3:42], predict the reaction product. The product is: [C:41]([NH:44][C:45]1[CH:50]=[C:49]([C:13]2[N:12]=[C:11]3[N:17]([C:18]4[CH:19]=[CH:20][C:21]([C:24]5([NH:28][C:29](=[O:35])[O:30][C:31]([CH3:32])([CH3:34])[CH3:33])[CH2:27][CH2:26][CH2:25]5)=[CH:22][CH:23]=4)[C:8]([C:7]4[C:2]([NH2:1])=[N:3][CH:4]=[CH:5][CH:6]=4)=[N:9][C:10]3=[CH:15][CH:14]=2)[CH:48]=[CH:47][CH:46]=1)(=[O:43])[CH3:42].